Dataset: Reaction yield outcomes from USPTO patents with 853,638 reactions. Task: Predict the reaction yield, written as a fraction of the theoretical maximum amount of product (1.0 means a 100% yield; for example, 0.34 means a 34% yield). The reactants are Cl[C:2]1[O:3][C:4]([CH2:14][CH2:15][C:16]([OH:18])=[O:17])=[C:5]([C:7]2[CH:12]=[CH:11][C:10]([Cl:13])=[CH:9][CH:8]=2)[N:6]=1.[C:19]1([N:25]2[CH2:30][CH2:29][NH:28][CH2:27][CH2:26]2)[CH:24]=[CH:23][CH:22]=[CH:21][CH:20]=1.C(=O)([O-])[O-].[K+].[K+].[Cl-].[NH4+]. The catalyst is CN(C)C=O. The product is [Cl:13][C:10]1[CH:11]=[CH:12][C:7]([C:5]2[N:6]=[C:2]([N:28]3[CH2:29][CH2:30][N:25]([C:19]4[CH:24]=[CH:23][CH:22]=[CH:21][CH:20]=4)[CH2:26][CH2:27]3)[O:3][C:4]=2[CH2:14][CH2:15][C:16]([OH:18])=[O:17])=[CH:8][CH:9]=1. The yield is 0.530.